From a dataset of P-glycoprotein inhibition data for predicting drug efflux from Broccatelli et al.. Regression/Classification. Given a drug SMILES string, predict its absorption, distribution, metabolism, or excretion properties. Task type varies by dataset: regression for continuous measurements (e.g., permeability, clearance, half-life) or binary classification for categorical outcomes (e.g., BBB penetration, CYP inhibition). Dataset: pgp_broccatelli. (1) The molecule is CO[C@@H]1C=C2CCN(C)[C@H]2[C@@H]2c3cc4c(cc3C(=O)O[C@@H]21)OCO4. The result is 0 (non-inhibitor). (2) The compound is OCC12[C@H](c3ccccc3)C3[C@@H]4N(Cc5ccccc5)[C@H]1C1[C@H]2N(Cc2ccccc2)[C@H]3C4(CO)[C@H]1c1ccccc1. The result is 1 (inhibitor). (3) The molecule is CNCC[C@H](c1ccccc1)c1ccccn1. The result is 0 (non-inhibitor).